From a dataset of Full USPTO retrosynthesis dataset with 1.9M reactions from patents (1976-2016). Predict the reactants needed to synthesize the given product. Given the product [NH:16]1[C:17]2[C:13](=[C:12]([C:10]3[CH:9]=[C:8]4[C:4]([CH:5]=[N:6][N:7]4[S:28]([C:31]4[CH:32]=[CH:33][CH:34]=[CH:35][CH:36]=4)(=[O:29])=[O:30])=[C:3]([C:1]4[NH:2][N:60]=[N:59][N:58]=4)[CH:11]=3)[CH:20]=[CH:19][CH:18]=2)[CH:14]=[CH:15]1, predict the reactants needed to synthesize it. The reactants are: [C:1]([C:3]1[CH:11]=[C:10]([C:12]2[CH:20]=[CH:19][CH:18]=[C:17]3[C:13]=2[CH:14]=[CH:15][N:16]3C(OC(C)(C)C)=O)[CH:9]=[C:8]2[C:4]=1[CH:5]=[N:6][N:7]2[S:28]([C:31]1[CH:36]=[CH:35][CH:34]=[CH:33][CH:32]=1)(=[O:30])=[O:29])#[N:2].C1(C)C=CC=CC=1.C([Sn](CCCC)=O)CCC.C[Si]([N:58]=[N+:59]=[N-:60])(C)C.